This data is from Full USPTO retrosynthesis dataset with 1.9M reactions from patents (1976-2016). The task is: Predict the reactants needed to synthesize the given product. (1) Given the product [C:5]1([C@@H:2]2[CH2:3][O:4][C:19](=[O:21])[NH:1]2)[CH:10]=[CH:9][CH:8]=[CH:7][CH:6]=1, predict the reactants needed to synthesize it. The reactants are: [NH2:1][C@H:2]([C:5]1[CH:10]=[CH:9][CH:8]=[CH:7][CH:6]=1)[CH2:3][OH:4].CCN(CC)CC.Cl[C:19](Cl)([O:21]C(=O)OC(Cl)(Cl)Cl)Cl. (2) Given the product [CH3:1][C:2]1[C:10]2[C:5](=[N:6][CH:7]=[CH:8][CH:9]=2)[S:4][C:3]=1[CH:11]=[O:12], predict the reactants needed to synthesize it. The reactants are: [CH3:1][C:2]1[C:10]2[C:5](=[N:6][CH:7]=[CH:8][CH:9]=2)[S:4][C:3]=1[C:11](OCC)=[O:12].[Cl-].[Ca+2].[Cl-].[BH4-].[Na+].[Cl-].[NH4+]. (3) The reactants are: C[O:2][C:3](=[O:34])[C@@H:4]([NH:8][C:9]([C:12]1[O:16][N:15]=[C:14]([C:17]2[CH:22]=[CH:21][C:20]([NH:23][C:24]3[S:25][C:26]4[CH:32]=[C:31]([F:33])[CH:30]=[CH:29][C:27]=4[N:28]=3)=[CH:19][CH:18]=2)[CH:13]=1)=[N:10][OH:11])[CH:5]([CH3:7])[CH3:6].[Li+].[OH-]. Given the product [F:33][C:31]1[CH:30]=[CH:29][C:27]2[N:28]=[C:24]([NH:23][C:20]3[CH:21]=[CH:22][C:17]([C:14]4[CH:13]=[C:12]([C:9]([NH:8][C@@H:4]([CH:5]([CH3:7])[CH3:6])[C:3]([OH:34])=[O:2])=[N:10][OH:11])[O:16][N:15]=4)=[CH:18][CH:19]=3)[S:25][C:26]=2[CH:32]=1, predict the reactants needed to synthesize it. (4) Given the product [Cl:28][C:4]1[CH:5]=[C:6]([NH:8][C:9](=[O:10])[CH2:11][N:12]2[C:21]3[C:16](=[CH:17][CH:18]=[CH:19][CH:20]=3)[C:15](=[O:22])[N:14]([CH2:23][C:24]([N:64]3[CH2:65][CH2:66][N:61]([CH3:60])[CH2:62][CH2:63]3)=[O:26])[C:13]2=[O:27])[CH:7]=[C:2]([Cl:1])[N:3]=1, predict the reactants needed to synthesize it. The reactants are: [Cl:1][C:2]1[CH:7]=[C:6]([NH:8][C:9]([CH2:11][N:12]2[C:21]3[C:16](=[CH:17][CH:18]=[CH:19][CH:20]=3)[C:15](=[O:22])[N:14]([CH2:23][C:24]([OH:26])=O)[C:13]2=[O:27])=[O:10])[CH:5]=[C:4]([Cl:28])[N:3]=1.CN(C(ON1N=NC2C=CC=NC1=2)=[N+](C)C)C.F[P-](F)(F)(F)(F)F.C(N(CC)CC)C.[CH3:60][N:61]1[CH2:66][CH2:65][NH:64][CH2:63][CH2:62]1. (5) Given the product [Si:36]([O:35][CH2:34][C:33]([NH:32][C:30]([C:8]1[C:6]2=[N:7][C:2]([C:50]3[C:49]4[C:53](=[CH:54][C:46]([F:45])=[CH:47][CH:48]=4)[NH:52][N:51]=3)=[CH:3][N:4]=[C:5]2[N:10]([C:11]([C:12]2[CH:17]=[CH:16][CH:15]=[CH:14][CH:13]=2)([C:24]2[CH:25]=[CH:26][CH:27]=[CH:28][CH:29]=2)[C:18]2[CH:23]=[CH:22][CH:21]=[CH:20][CH:19]=2)[CH:9]=1)=[O:31])([CH3:43])[CH3:44])([C:39]([CH3:41])([CH3:40])[CH3:42])([CH3:38])[CH3:37], predict the reactants needed to synthesize it. The reactants are: Br[C:2]1[N:7]=[C:6]2[C:8]([C:30]([NH:32][C:33]([CH3:44])([CH3:43])[CH2:34][O:35][Si:36]([C:39]([CH3:42])([CH3:41])[CH3:40])([CH3:38])[CH3:37])=[O:31])=[CH:9][N:10]([C:11]([C:24]3[CH:29]=[CH:28][CH:27]=[CH:26][CH:25]=3)([C:18]3[CH:23]=[CH:22][CH:21]=[CH:20][CH:19]=3)[C:12]3[CH:17]=[CH:16][CH:15]=[CH:14][CH:13]=3)[C:5]2=[N:4][CH:3]=1.[F:45][C:46]1[CH:54]=[C:53]2[C:49]([C:50]([Sn](CCCC)(CCCC)CCCC)=[N:51][NH:52]2)=[CH:48][CH:47]=1. (6) Given the product [ClH:36].[F:1][C:2]1[CH:3]=[C:4]([S:8]([C:11]2[CH:12]=[N:13][C:14]3[C:19]([CH:20]=2)=[CH:18][CH:17]=[CH:16][C:15]=3[N:24]2[CH2:25][C@@H:26]3[C@@H:22]([CH2:28][NH2+:27]3)[CH2:23]2)(=[O:10])=[O:9])[CH:5]=[CH:6][CH:7]=1, predict the reactants needed to synthesize it. The reactants are: [F:1][C:2]1[CH:3]=[C:4]([S:8]([C:11]2[CH:12]=[N:13][C:14]3[C:19]([CH:20]=2)=[CH:18][CH:17]=[CH:16][C:15]=3I)(=[O:10])=[O:9])[CH:5]=[CH:6][CH:7]=1.[C@@H:22]12[CH2:28][N:27](C(OC(C)(C)C)=O)[C@@H:26]1[CH2:25][NH:24][CH2:23]2.[ClH:36].